From a dataset of Forward reaction prediction with 1.9M reactions from USPTO patents (1976-2016). Predict the product of the given reaction. Given the reactants CS(C)=O.C(Cl)(=O)C(Cl)=O.[Cl:11][C:12]1[CH:17]=[CH:16][C:15]([C@@H:18]([C:24]2[CH:29]=[CH:28][C:27]([C:30]([O:32][CH3:33])=[O:31])=[CH:26][CH:25]=2)[N:19]2[CH2:22][CH:21]([OH:23])[CH2:20]2)=[CH:14][CH:13]=1.C(N(CC)CC)C, predict the reaction product. The product is: [Cl:11][C:12]1[CH:17]=[CH:16][C:15]([C@@H:18]([C:24]2[CH:29]=[CH:28][C:27]([C:30]([O:32][CH3:33])=[O:31])=[CH:26][CH:25]=2)[N:19]2[CH2:20][C:21](=[O:23])[CH2:22]2)=[CH:14][CH:13]=1.